Dataset: Reaction yield outcomes from USPTO patents with 853,638 reactions. Task: Predict the reaction yield, written as a fraction of the theoretical maximum amount of product (1.0 means a 100% yield; for example, 0.34 means a 34% yield). (1) The reactants are [NH2:1][C:2]1[C:3]([C:20]([NH:22][C:23]2[C:28]([N:29]3[CH2:34][CH2:33][C:32]([NH:36]C(=O)OC(C)(C)C)([CH3:35])[CH2:31][CH2:30]3)=[CH:27][CH:26]=[CH:25][N:24]=2)=[O:21])=[N:4][C:5]([C:8]2[C:13]([C:14]([F:17])([F:16])[F:15])=[C:12]([O:18][CH3:19])[CH:11]=[CH:10][N:9]=2)=[CH:6][N:7]=1.FC(F)(F)C(O)=O. The catalyst is ClCCl. The product is [NH2:1][C:2]1[C:3]([C:20]([NH:22][C:23]2[C:28]([N:29]3[CH2:34][CH2:33][C:32]([NH2:36])([CH3:35])[CH2:31][CH2:30]3)=[CH:27][CH:26]=[CH:25][N:24]=2)=[O:21])=[N:4][C:5]([C:8]2[C:13]([C:14]([F:15])([F:17])[F:16])=[C:12]([O:18][CH3:19])[CH:11]=[CH:10][N:9]=2)=[CH:6][N:7]=1. The yield is 0.230. (2) The reactants are [H-].[Na+].[CH3:3][C:4]([C:6]1[CH:11]=[CH:10][CH:9]=[C:8]([Cl:12])[CH:7]=1)=[O:5].[C:13](OCC)(=[O:19])[C:14]([O:16][CH2:17][CH3:18])=[O:15].Cl. The catalyst is CN(C=O)C.C(OCC)(=O)C. The product is [CH2:17]([O:16][C:14](=[O:15])[C:13](=[O:19])[CH2:3][C:4]([C:6]1[CH:11]=[CH:10][CH:9]=[C:8]([Cl:12])[CH:7]=1)=[O:5])[CH3:18]. The yield is 0.670. (3) The reactants are [CH3:1][C:2]1[CH:3]=[C:4]([OH:17])[CH:5]=[CH:6][C:7]=1B1OC(C)(C)C(C)(C)O1.[CH3:18][O:19][C:20]([C:22]1[C:30]2[C:25](=[CH:26][C:27](Br)=[CH:28][CH:29]=2)[NH:24][CH:23]=1)=[O:21].C(=O)([O-])[O-].[K+].[K+].Cl. The catalyst is O.C1C=CC([P]([Pd]([P](C2C=CC=CC=2)(C2C=CC=CC=2)C2C=CC=CC=2)([P](C2C=CC=CC=2)(C2C=CC=CC=2)C2C=CC=CC=2)[P](C2C=CC=CC=2)(C2C=CC=CC=2)C2C=CC=CC=2)(C2C=CC=CC=2)C2C=CC=CC=2)=CC=1.C(O)C.CN(C=O)C. The product is [CH3:18][O:19][C:20]([C:22]1[C:30]2[C:25](=[CH:26][C:27]([C:7]3[CH:6]=[CH:5][C:4]([OH:17])=[CH:3][C:2]=3[CH3:1])=[CH:28][CH:29]=2)[NH:24][CH:23]=1)=[O:21]. The yield is 0.630. (4) The reactants are [C:1]([O:5][C:6]([C@@:8]1([CH2:22][CH:23]=[CH2:24])[CH2:12][C:11](=[O:13])[N:10]([C@@H:14]([C:16]2[CH:21]=[CH:20][CH:19]=[CH:18][CH:17]=2)[CH3:15])[CH2:9]1)=[O:7])([CH3:4])([CH3:3])[CH3:2].B1C2CCCC1CCC2.[OH-].[Na+].OO.C(=O)(O)[O-:39].[Na+]. The catalyst is O1CCCC1.C(OCC)C. The product is [C:1]([O:5][C:6]([C@@:8]1([CH2:22][CH2:23][CH2:24][OH:39])[CH2:12][C:11](=[O:13])[N:10]([C@@H:14]([C:16]2[CH:17]=[CH:18][CH:19]=[CH:20][CH:21]=2)[CH3:15])[CH2:9]1)=[O:7])([CH3:4])([CH3:3])[CH3:2]. The yield is 0.749. (5) The reactants are [CH3:1][O:2][C:3](=[O:16])[C:4]1[CH:9]=[C:8](I)[C:7]([C:11]([F:14])([F:13])[F:12])=[CH:6][C:5]=1[NH2:15].[CH3:17][C:18]1[CH:22]=[C:21]([Sn](CCCC)(CCCC)CCCC)[N:20]([CH2:36][CH2:37][O:38][CH2:39][Si:40]([CH3:43])([CH3:42])[CH3:41])[N:19]=1. The catalyst is O1CCOCC1. The product is [CH3:1][O:2][C:3](=[O:16])[C:4]1[CH:9]=[C:8]([C:21]2[N:20]([CH2:36][CH2:37][O:38][CH2:39][Si:40]([CH3:41])([CH3:43])[CH3:42])[N:19]=[C:18]([CH3:17])[CH:22]=2)[C:7]([C:11]([F:14])([F:13])[F:12])=[CH:6][C:5]=1[NH2:15]. The yield is 0.590.